Predict the reactants needed to synthesize the given product. From a dataset of Full USPTO retrosynthesis dataset with 1.9M reactions from patents (1976-2016). (1) Given the product [Br:1][C:2]1[CH:10]=[CH:9][C:5]([C:6]([NH:14][NH2:15])=[O:7])=[C:4]([O:11][CH3:12])[CH:3]=1, predict the reactants needed to synthesize it. The reactants are: [Br:1][C:2]1[CH:10]=[CH:9][C:5]([C:6](O)=[O:7])=[C:4]([O:11][CH3:12])[CH:3]=1.O.[NH2:14][NH2:15]. (2) Given the product [CH3:1][N:2]1[C:10]([CH2:11][NH:37][CH2:36][CH2:35][C:32]2[S:33][CH:34]=[C:30]([CH3:29])[N:31]=2)=[N:9][C:8]2[C:3]1=[N:4][C:5]([N:19]1[C:23]3[CH:24]=[CH:25][CH:26]=[CH:27][C:22]=3[N:21]=[C:20]1[CH3:28])=[N:6][C:7]=2[N:13]1[CH2:18][CH2:17][O:16][CH2:15][CH2:14]1, predict the reactants needed to synthesize it. The reactants are: [CH3:1][N:2]1[C:10]([CH:11]=O)=[N:9][C:8]2[C:3]1=[N:4][C:5]([N:19]1[C:23]3[CH:24]=[CH:25][CH:26]=[CH:27][C:22]=3[N:21]=[C:20]1[CH3:28])=[N:6][C:7]=2[N:13]1[CH2:18][CH2:17][O:16][CH2:15][CH2:14]1.[CH3:29][C:30]1[N:31]=[C:32]([CH2:35][CH2:36][NH2:37])[S:33][CH:34]=1. (3) Given the product [CH3:1][O:2][C:3]([C:5]1[C:10]([O:11][CH2:12][C:13]2[CH:14]=[CH:15][CH:16]=[CH:17][CH:18]=2)=[C:9]([NH:19][C:21](=[O:23])[CH3:22])[CH:8]=[C:7]([Br:20])[N:6]=1)=[O:4], predict the reactants needed to synthesize it. The reactants are: [CH3:1][O:2][C:3]([C:5]1[C:10]([O:11][CH2:12][C:13]2[CH:18]=[CH:17][CH:16]=[CH:15][CH:14]=2)=[C:9]([NH2:19])[CH:8]=[C:7]([Br:20])[N:6]=1)=[O:4].[C:21](OC(=O)C)(=[O:23])[CH3:22]. (4) Given the product [NH2:23][CH:22]([C:21]1[N:10]2[C@H:9]([S:8][CH:7]=[N:11]2)[N:12]([C:13]2[CH:18]=[CH:17][CH:16]=[C:15]([Cl:19])[CH:14]=2)[N:20]=1)[CH3:32].[O:29]1[CH:30]=[CH:31][C:27]([C:24]2[N:23]=[C:22]([C:32]([NH2:1])=[O:34])[CH:21]=[N:26][CH:25]=2)=[CH:28]1, predict the reactants needed to synthesize it. The reactants are: [NH2:1][C@@H](C1[N:11]2[C:7]([S:8][C:9]([NH:12][C:13]3[CH:18]=[CH:17][CH:16]=[C:15]([Cl:19])[CH:14]=3)=[N:10]2)=NN=1)C.[NH2:20][C:21]1[C:22]([C:32]([OH:34])=O)=[N:23][C:24]([C:27]2[CH:31]=[CH:30][O:29][CH:28]=2)=[CH:25][N:26]=1.CN(C(ON1N=NC2C=CC=CC1=2)=[N+](C)C)C.F[P-](F)(F)(F)(F)F. (5) Given the product [CH3:11][CH:10]([CH3:12])[CH2:9][CH2:8][C:3]1[CH:4]=[CH:5][CH:6]=[CH:7][C:2]=1[NH2:1], predict the reactants needed to synthesize it. The reactants are: [NH2:1][C:2]1[CH:7]=[CH:6][CH:5]=[CH:4][C:3]=1[C:8](=O)[CH2:9][CH:10]([CH3:12])[CH3:11].O.NN.[OH-].[K+].O. (6) Given the product [C:27](=[O:28])([O:29][CH3:30])[O:23][CH2:22]/[CH:21]=[CH:20]\[CH2:19][N:3]([CH2:1][CH3:2])[C:4](=[O:18])[CH:5]([C:12]1[CH:17]=[CH:16][CH:15]=[CH:14][CH:13]=1)[C:6]1[CH:11]=[CH:10][CH:9]=[CH:8][CH:7]=1, predict the reactants needed to synthesize it. The reactants are: [CH2:1]([N:3]([CH2:19]/[CH:20]=[CH:21]\[CH2:22][OH:23])[C:4](=[O:18])[CH:5]([C:12]1[CH:17]=[CH:16][CH:15]=[CH:14][CH:13]=1)[C:6]1[CH:11]=[CH:10][CH:9]=[CH:8][CH:7]=1)[CH3:2].[NH4+].[Cl-].Cl[C:27]([O:29][CH3:30])=[O:28]. (7) The reactants are: Cl[C:2]1[N:7]=[C:6]([N:8]2[CH2:13][CH2:12][CH:11]([C:14]#[N:15])[CH2:10][CH2:9]2)[CH:5]=[C:4]([C:16]2[CH:21]=[CH:20][C:19]([F:22])=[CH:18][CH:17]=2)[N:3]=1.[CH3:23][CH:24]1[CH2:28][CH2:27][CH2:26]N1.[CH3:29]C(N(C)C)=O. Given the product [F:22][C:19]1[CH:20]=[CH:21][C:16]([CH:4]2[NH:3][CH:2]([N:7]3[CH2:23][CH2:24][CH2:28][CH:27]3[CH3:26])[CH2:29][CH:6]([N:8]3[CH2:13][CH2:12][CH:11]([C:14]#[N:15])[CH2:10][CH2:9]3)[CH2:5]2)=[CH:17][CH:18]=1, predict the reactants needed to synthesize it. (8) Given the product [CH3:1][C:2]1[CH:7]=[C:6]([CH3:8])[CH:5]=[CH:4][C:3]=1[N:9]1[CH2:10][CH2:11][N:12]([C:15]([C:17]2[CH:22]=[CH:21][C:20]([N:23]3[C@H:27]([CH2:28][O:29][CH3:38])[CH2:26][O:25][C:24]3=[O:30])=[CH:19][C:18]=2[N:31]2[CH2:35][CH2:34][CH2:33][S:32]2(=[O:36])=[O:37])=[O:16])[CH2:13][CH2:14]1, predict the reactants needed to synthesize it. The reactants are: [CH3:1][C:2]1[CH:7]=[C:6]([CH3:8])[CH:5]=[CH:4][C:3]=1[N:9]1[CH2:14][CH2:13][N:12]([C:15]([C:17]2[CH:22]=[CH:21][C:20]([N:23]3[C@H:27]([CH2:28][OH:29])[CH2:26][O:25][C:24]3=[O:30])=[CH:19][C:18]=2[N:31]2[CH2:35][CH2:34][CH2:33][S:32]2(=[O:37])=[O:36])=[O:16])[CH2:11][CH2:10]1.[CH3:38]I. (9) The reactants are: [Br:1][C:2]1[CH:3]=[C:4]2[C:8](=[CH:9][CH:10]=1)[NH:7][CH:6]=[C:5]2/[C:11](/[C:23]#[N:24])=[CH:12]/[C:13]1[CH:14]=[C:15]([CH:18]=[CH:19][C:20]=1[O:21][CH3:22])[C:16]#[N:17].C1C[O:28][CH2:27][CH2:26]1.CCN(CC)CC.C(Cl)(=O)C. Given the product [C:27]([N:7]1[C:8]2[C:4](=[CH:3][C:2]([Br:1])=[CH:10][CH:9]=2)[C:5](/[C:11](/[C:23]#[N:24])=[CH:12]/[C:13]2[CH:14]=[C:15]([CH:18]=[CH:19][C:20]=2[O:21][CH3:22])[C:16]#[N:17])=[CH:6]1)(=[O:28])[CH3:26], predict the reactants needed to synthesize it. (10) Given the product [Cl:1][C:2]1[CH:10]=[CH:9][CH:8]=[CH:7][C:3]=1[C:4]([NH:21][CH2:20][CH:19]([C:16]1[CH:17]=[N:18][C:13]([CH:12]([F:27])[F:11])=[N:14][CH:15]=1)[CH2:22][C:23]1([F:26])[CH2:25][CH2:24]1)=[O:6], predict the reactants needed to synthesize it. The reactants are: [Cl:1][C:2]1[CH:10]=[CH:9][CH:8]=[CH:7][C:3]=1[C:4]([OH:6])=O.[F:11][CH:12]([F:27])[C:13]1[N:18]=[CH:17][C:16]([CH:19]([CH2:22][C:23]2([F:26])[CH2:25][CH2:24]2)[CH2:20][NH2:21])=[CH:15][N:14]=1.